Dataset: Forward reaction prediction with 1.9M reactions from USPTO patents (1976-2016). Task: Predict the product of the given reaction. Given the reactants [I:1][C:2]1[C:3](=[O:12])[C@@H:4]2[O:8][C:7]([CH3:10])([CH3:9])[O:6][C@@H:5]2[CH:11]=1.[Cl-].[Ce+3].[Cl-].[Cl-].[BH4-].[Na+], predict the reaction product. The product is: [I:1][C:2]1[C@H:3]([OH:12])[C@@H:4]2[O:8][C:7]([CH3:9])([CH3:10])[O:6][C@@H:5]2[CH:11]=1.